Dataset: Reaction yield outcomes from USPTO patents with 853,638 reactions. Task: Predict the reaction yield, written as a fraction of the theoretical maximum amount of product (1.0 means a 100% yield; for example, 0.34 means a 34% yield). (1) The reactants are [CH3:1][C:2]([C:5]1[NH:36][C:8]2=[N:9][CH:10]=[CH:11][C:12]([C:13]3[CH:18]=[CH:17][C:16]([S:19]([NH:22][CH:23]4[CH2:28][CH2:27][N:26](C(OC(C)(C)C)=O)[CH2:25][CH2:24]4)(=[O:21])=[O:20])=[CH:15][CH:14]=3)=[C:7]2[CH:6]=1)([CH3:4])[CH3:3].[ClH:37]. No catalyst specified. The product is [ClH:37].[ClH:37].[CH3:4][C:2]([C:5]1[NH:36][C:8]2=[N:9][CH:10]=[CH:11][C:12]([C:13]3[CH:14]=[CH:15][C:16]([S:19]([NH:22][CH:23]4[CH2:28][CH2:27][NH:26][CH2:25][CH2:24]4)(=[O:20])=[O:21])=[CH:17][CH:18]=3)=[C:7]2[CH:6]=1)([CH3:1])[CH3:3]. The yield is 0.970. (2) The reactants are Cl[C:2]1[N:7]=[C:6]([N:8]([CH3:10])[CH3:9])[C:5]([CH3:11])=[CH:4][N:3]=1.FC(F)(F)C(O)=O.[NH2:19][C@@H:20]1[CH2:25][CH2:24][C@H:23]([NH:26][C:27](=[O:42])[C:28]2[CH:33]=[C:32]([C:34]([F:37])([F:36])[F:35])[CH:31]=[C:30]([C:38]([F:41])([F:40])[F:39])[CH:29]=2)[CH2:22][CH2:21]1.CCN(C(C)C)C(C)C.C(O)(C)(C)C. The catalyst is C(Cl)Cl. The product is [CH3:9][N:8]([CH3:10])[C:6]1[C:5]([CH3:11])=[CH:4][N:3]=[C:2]([NH:19][C@@H:20]2[CH2:21][CH2:22][C@H:23]([NH:26][C:27](=[O:42])[C:28]3[CH:33]=[C:32]([C:34]([F:36])([F:37])[F:35])[CH:31]=[C:30]([C:38]([F:39])([F:40])[F:41])[CH:29]=3)[CH2:24][CH2:25]2)[N:7]=1. The yield is 0.480.